From a dataset of Forward reaction prediction with 1.9M reactions from USPTO patents (1976-2016). Predict the product of the given reaction. (1) Given the reactants S(O[CH2:12][CH2:13][O:14][CH2:15][CH2:16][O:17][CH2:18][CH2:19][O:20][CH2:21][CH2:22][C:23]([O:25][C:26]([CH3:29])([CH3:28])[CH3:27])=[O:24])(C1C=CC(C)=CC=1)(=O)=O.[CH3:30][NH2:31], predict the reaction product. The product is: [CH3:30][NH:31][CH2:12][CH2:13][O:14][CH2:15][CH2:16][O:17][CH2:18][CH2:19][O:20][CH2:21][CH2:22][C:23]([O:25][C:26]([CH3:29])([CH3:28])[CH3:27])=[O:24]. (2) Given the reactants C=O.[NH:3]1[CH2:8][CH2:7][CH2:6][CH2:5][CH2:4]1.[CH2:9]([NH:11][C:12]1[CH:17]=[CH:16][CH:15]=[CH:14][CH:13]=1)[CH3:10].[C:18](O)(=O)C, predict the reaction product. The product is: [CH2:9]([NH:11][C:12]1[CH:17]=[CH:16][C:15]([CH2:18][N:3]2[CH2:8][CH2:7][CH2:6][CH2:5][CH2:4]2)=[CH:14][CH:13]=1)[CH3:10]. (3) Given the reactants [OH:1][CH2:2][CH2:3][C:4]1[CH:9]=[CH:8][C:7]([OH:10])=[CH:6][CH:5]=1.C(=O)([O-])[O-].[K+].[K+].[CH2:17](Br)[C:18]1[CH:23]=[CH:22][CH:21]=[CH:20][CH:19]=1, predict the reaction product. The product is: [CH2:17]([O:10][C:7]1[CH:8]=[CH:9][C:4]([CH2:3][CH2:2][OH:1])=[CH:5][CH:6]=1)[C:18]1[CH:23]=[CH:22][CH:21]=[CH:20][CH:19]=1. (4) Given the reactants [Br:1][C:2]1[C:11]2[C:6](=[CH:7][CH:8]=[CH:9][CH:10]=2)[CH:5]=[CH:4][C:3]=1[OH:12].[C:13]([O-])([O-])=O.[K+].[K+].CI, predict the reaction product. The product is: [Br:1][C:2]1[C:11]2[C:6](=[CH:7][CH:8]=[CH:9][CH:10]=2)[CH:5]=[CH:4][C:3]=1[O:12][CH3:13]. (5) Given the reactants [CH:1]1[CH2:5][CH:4]=[CH:3][CH:2]=1.[CH2:6]1[CH:10]2[CH:11]3[CH:15]=[CH:14][CH:13]([CH:9]2[CH:8]=[CH:7]1)[CH2:12]3, predict the reaction product. The product is: [CH2:7]1[CH2:6][C@H:10]2[C@H:9]([C@H:13]3[CH2:12][C@@H:11]2[CH2:15][CH2:14]3)[CH2:8]1.[CH2:2]1[CH:1]2[CH:8]3[CH:7]=[CH:6][CH:10]([CH:5]2[CH:4]=[CH:3]1)[CH2:9]3. (6) Given the reactants [CH3:1][O:2][C:3]1[CH:4]=[C:5]2[C:10](=[CH:11][CH:12]=1)[N:9]=[C:8]([C:13]1[CH:14]=[N:15][CH:16]=[CH:17][CH:18]=1)[N:7]=[C:6]2O.O=P(Cl)(Cl)[Cl:22], predict the reaction product. The product is: [Cl:22][C:6]1[C:5]2[C:10](=[CH:11][CH:12]=[C:3]([O:2][CH3:1])[CH:4]=2)[N:9]=[C:8]([C:13]2[CH:14]=[N:15][CH:16]=[CH:17][CH:18]=2)[N:7]=1. (7) Given the reactants [NH2:1][CH:2]([C:4]1[N:5]([CH3:17])[C:6](=[O:16])[CH:7]=[C:8]([C:10]2[CH:15]=[CH:14][N:13]=[CH:12][N:11]=2)[N:9]=1)[CH3:3].[F:18][C:19]1[CH:27]=[CH:26][C:22]([C:23](O)=[O:24])=[C:21]([O:28][CH3:29])[CH:20]=1.P(C#N)(=O)(OCC)OCC.C(N(CC)CC)C, predict the reaction product. The product is: [F:18][C:19]1[CH:27]=[CH:26][C:22]([C:23]([NH:1][CH:2]([C:4]2[N:5]([CH3:17])[C:6](=[O:16])[CH:7]=[C:8]([C:10]3[CH:15]=[CH:14][N:13]=[CH:12][N:11]=3)[N:9]=2)[CH3:3])=[O:24])=[C:21]([O:28][CH3:29])[CH:20]=1. (8) The product is: [CH2:21]([O:27][C:28]([N:15]1[C:16]2[C:11](=[CH:10][C:9]([O:8][CH2:7][CH2:6][CH2:5][CH2:4][N:3]([CH2:1][CH3:2])[CH2:19][CH3:20])=[CH:18][CH:17]=2)[CH2:12][CH2:13][CH2:14]1)=[O:29])[CH2:22][CH2:23][CH2:24][CH2:25][CH3:26]. Given the reactants [CH2:1]([N:3]([CH2:19][CH3:20])[CH2:4][CH2:5][CH2:6][CH2:7][O:8][C:9]1[CH:10]=[C:11]2[C:16](=[CH:17][CH:18]=1)[NH:15][CH2:14][CH2:13][CH2:12]2)[CH3:2].[CH2:21]([O:27][C:28](Cl)=[O:29])[CH2:22][CH2:23][CH2:24][CH2:25][CH3:26], predict the reaction product. (9) Given the reactants [Cl:1][C:2]1[CH:3]=[C:4]([NH:8][C:9]([C:11]2[C:12]([NH:17][CH:18]3[CH2:23][CH2:22][N:21]([CH:24]([C:30]([O:32]CC)=[O:31])[C:25]([O:27]CC)=[O:26])[CH2:20][CH2:19]3)=[N:13][CH:14]=[CH:15][CH:16]=2)=[O:10])[CH:5]=[CH:6][CH:7]=1.[OH-].[Na+], predict the reaction product. The product is: [Cl:1][C:2]1[CH:3]=[C:4]([NH:8][C:9]([C:11]2[C:12]([NH:17][CH:18]3[CH2:23][CH2:22][N:21]([CH:24]([C:25]([OH:27])=[O:26])[C:30]([OH:32])=[O:31])[CH2:20][CH2:19]3)=[N:13][CH:14]=[CH:15][CH:16]=2)=[O:10])[CH:5]=[CH:6][CH:7]=1.